This data is from Reaction yield outcomes from USPTO patents with 853,638 reactions. The task is: Predict the reaction yield, written as a fraction of the theoretical maximum amount of product (1.0 means a 100% yield; for example, 0.34 means a 34% yield). (1) The reactants are [N+:1]([C:4]1[CH:5]=[C:6]2[C:10](=[CH:11][CH:12]=1)[NH:9][C:8]([CH:13]([CH3:19])[C:14]([O:16][CH2:17][CH3:18])=[O:15])=[CH:7]2)([O-])=O.O.O.[Sn](Cl)(Cl)(Cl)Cl. The catalyst is C(O)C.C(OCC)(=O)C.O.C([O-])(O)=O.[Na+]. The product is [NH2:1][C:4]1[CH:5]=[C:6]2[C:10](=[CH:11][CH:12]=1)[NH:9][C:8]([CH:13]([CH3:19])[C:14]([O:16][CH2:17][CH3:18])=[O:15])=[CH:7]2. The yield is 0.990. (2) The reactants are [C:1]([C:5]1[CH:9]=[C:8]([NH:10][C:11]([NH:13][C:14]2[CH:19]=[CH:18][CH:17]=[C:16]([O:20][C:21]3[C:30]4[C:25](=[CH:26][C:27]([O:33][CH2:34][CH2:35][O:36][CH3:37])=[C:28]([O:31][CH3:32])[CH:29]=4)[N:24]=[CH:23][N:22]=3)[CH:15]=2)=[O:12])[N:7]([CH2:38][C:39]([O:41][CH2:42][CH3:43])=[O:40])[N:6]=1)([CH3:4])([CH3:3])[CH3:2].[ClH:44].CCOCC. The catalyst is C(Cl)Cl.CO. The product is [ClH:44].[C:1]([C:5]1[CH:9]=[C:8]([NH:10][C:11]([NH:13][C:14]2[CH:19]=[CH:18][CH:17]=[C:16]([O:20][C:21]3[C:30]4[C:25](=[CH:26][C:27]([O:33][CH2:34][CH2:35][O:36][CH3:37])=[C:28]([O:31][CH3:32])[CH:29]=4)[N:24]=[CH:23][N:22]=3)[CH:15]=2)=[O:12])[N:7]([CH2:38][C:39]([O:41][CH2:42][CH3:43])=[O:40])[N:6]=1)([CH3:4])([CH3:2])[CH3:3]. The yield is 0.730.